Dataset: Full USPTO retrosynthesis dataset with 1.9M reactions from patents (1976-2016). Task: Predict the reactants needed to synthesize the given product. (1) The reactants are: [F:1][C:2]1[CH:7]=[CH:6][C:5](B(O)O)=[C:4]([O:11][CH3:12])[CH:3]=1.Br[C:14]1[C:22]2[C:17](=[CH:18][C:19]([S:23]([N:26](CC3C=CC(OC)=CC=3OC)[C:27]3[S:31][N:30]=[CH:29][N:28]=3)(=[O:25])=[O:24])=[CH:20][CH:21]=2)[N:16]([CH3:43])[CH:15]=1.P([O-])([O-])([O-])=O.[K+].[K+].[K+].FC(F)(F)C(O)=O. Given the product [F:1][C:2]1[CH:7]=[CH:6][C:5]([C:14]2[C:22]3[C:17](=[CH:18][C:19]([S:23]([NH:26][C:27]4[S:31][N:30]=[CH:29][N:28]=4)(=[O:24])=[O:25])=[CH:20][CH:21]=3)[N:16]([CH3:43])[CH:15]=2)=[C:4]([O:11][CH3:12])[CH:3]=1, predict the reactants needed to synthesize it. (2) Given the product [Br:19][C:7]1[CH:8]=[C:3]([C:2]([F:1])([F:10])[F:11])[C:4]([NH2:9])=[N:5][CH:6]=1, predict the reactants needed to synthesize it. The reactants are: [F:1][C:2]([F:11])([F:10])[C:3]1[C:4]([NH2:9])=[N:5][CH:6]=[CH:7][CH:8]=1.C1C(=O)N([Br:19])C(=O)C1.C([O-])(O)=O.[Na+].